This data is from Reaction yield outcomes from USPTO patents with 853,638 reactions. The task is: Predict the reaction yield, written as a fraction of the theoretical maximum amount of product (1.0 means a 100% yield; for example, 0.34 means a 34% yield). The reactants are COCCO[AlH2-]OCCOC.[Na+].[CH2:13]([N:20]1[CH2:25][CH2:24][C:23]2([C:33]3[C:28](=[CH:29][CH:30]=[CH:31][C:32]=3[C@H:34]3[CH2:38][CH2:37][CH2:36][N:35]3[C:39]([O:41][C:42]([CH3:45])([CH3:44])[CH3:43])=[O:40])[NH:27][C:26]2=O)[CH2:22][CH2:21]1)[C:14]1[CH:19]=[CH:18][CH:17]=[CH:16][CH:15]=1. The catalyst is C1(C)C=CC=CC=1. The product is [CH2:13]([N:20]1[CH2:25][CH2:24][C:23]2([C:33]3[C:28](=[CH:29][CH:30]=[CH:31][C:32]=3[C@H:34]3[CH2:38][CH2:37][CH2:36][N:35]3[C:39]([O:41][C:42]([CH3:45])([CH3:44])[CH3:43])=[O:40])[NH:27][CH2:26]2)[CH2:22][CH2:21]1)[C:14]1[CH:15]=[CH:16][CH:17]=[CH:18][CH:19]=1. The yield is 0.430.